Dataset: Forward reaction prediction with 1.9M reactions from USPTO patents (1976-2016). Task: Predict the product of the given reaction. (1) Given the reactants [NH2:1][C:2]1[CH:7]=[CH:6][C:5]([CH3:8])=[CH:4][CH:3]=1.Br[CH2:10][C:11]([O:13][C:14]([CH3:17])([CH3:16])[CH3:15])=[O:12].CCN(C(C)C)C(C)C.O, predict the reaction product. The product is: [C:14]([O:13][C:11](=[O:12])[CH2:10][NH:1][C:2]1[CH:7]=[CH:6][C:5]([CH3:8])=[CH:4][CH:3]=1)([CH3:17])([CH3:16])[CH3:15]. (2) Given the reactants [CH:1]1[N:5]=[CH:4][N:3]([C:6]([N:8]2[CH:12]=N[CH:10]=[CH:9]2)=[O:7])[CH:2]=1.[CH2:13]([CH:20]1CCNC[CH2:21]1)[C:14]1[CH:19]=[CH:18][CH:17]=[CH:16][CH:15]=1, predict the reaction product. The product is: [CH2:13]([CH:20]1[CH2:10][CH2:9][N:8]([C:6]([N:3]2[CH:2]=[CH:1][N:5]=[CH:4]2)=[O:7])[CH2:12][CH2:21]1)[C:14]1[CH:19]=[CH:18][CH:17]=[CH:16][CH:15]=1. (3) Given the reactants [CH:1]([N:4]1[CH:8]=[CH:7][C:6]([CH2:9]O)=[N:5]1)([CH3:3])[CH3:2].S(Cl)([Cl:13])=O, predict the reaction product. The product is: [ClH:13].[Cl:13][CH2:9][C:6]1[CH:7]=[CH:8][N:4]([CH:1]([CH3:3])[CH3:2])[N:5]=1. (4) Given the reactants Br[C:2]1[CH:3]=[C:4]2[C:8](=[CH:9][CH:10]=1)[N:7]([S:11]([CH3:14])(=[O:13])=[O:12])[CH:6]=[CH:5]2.[B:15]1([B:15]2[O:19][C:18]([CH3:21])([CH3:20])[C:17]([CH3:23])([CH3:22])[O:16]2)[O:19][C:18]([CH3:21])([CH3:20])[C:17]([CH3:23])([CH3:22])[O:16]1.C([O-])(=O)C.[K+], predict the reaction product. The product is: [CH3:14][S:11]([N:7]1[C:8]2[C:4](=[CH:3][C:2]([B:15]3[O:19][C:18]([CH3:21])([CH3:20])[C:17]([CH3:23])([CH3:22])[O:16]3)=[CH:10][CH:9]=2)[CH:5]=[CH:6]1)(=[O:13])=[O:12]. (5) Given the reactants C1C=CC(P(C2C=CC=CC=2)C2C=CC=CC=2)=CC=1.CC(OC(/N=N/C(OC(C)C)=O)=O)C.[CH3:34][O:35][C:36]1[C:41]([CH2:42][OH:43])=[CH:40][CH:39]=[CH:38][N:37]=1.[Br:44][C:45]1[CH:50]=[CH:49][C:48]([C:51]2[CH:56]=[CH:55][C:54](O)=[CH:53][CH:52]=2)=[CH:47][CH:46]=1, predict the reaction product. The product is: [Br:44][C:45]1[CH:46]=[CH:47][C:48]([C:51]2[CH:56]=[CH:55][C:54]([O:43][CH2:42][C:41]3[C:36]([O:35][CH3:34])=[N:37][CH:38]=[CH:39][CH:40]=3)=[CH:53][CH:52]=2)=[CH:49][CH:50]=1. (6) Given the reactants C([N:3]([CH2:6]C)CC)C.P(N=[N+]=[N-])(=O)(OC1C=CC=CC=1)[O:9]C1C=CC=CC=1.[C:27]([CH:29]1[CH2:34][CH2:33][N:32]([C:35]([N:37]2[CH2:42][CH:41]([C:43]3[CH:48]=[CH:47][C:46]([C:49]([F:52])([F:51])[F:50])=[CH:45][CH:44]=3)[CH2:40][CH:39](C(O)=O)[CH2:38]2)=[O:36])[CH2:31][CH2:30]1)#[N:28].[C:56]([OH:60])([CH3:59])([CH3:58])[CH3:57], predict the reaction product. The product is: [C:27]([CH:29]1[CH2:30][CH2:31][N:32]([C:35]([N:37]2[CH2:42][CH:41]([C:43]3[CH:44]=[CH:45][C:46]([C:49]([F:52])([F:51])[F:50])=[CH:47][CH:48]=3)[CH2:40][CH:39]([NH:3][C:6](=[O:9])[O:60][C:56]([CH3:59])([CH3:58])[CH3:57])[CH2:38]2)=[O:36])[CH2:33][CH2:34]1)#[N:28].